Dataset: HIV replication inhibition screening data with 41,000+ compounds from the AIDS Antiviral Screen. Task: Binary Classification. Given a drug SMILES string, predict its activity (active/inactive) in a high-throughput screening assay against a specified biological target. (1) The drug is COC1(CC2(OC)C=CC(=O)O2)C=CC(=O)O1. The result is 0 (inactive). (2) The compound is Brc1ccc2c(-c3nc(-c4c[nH]c5ccccc45)cs3)c[nH]c2c1. The result is 0 (inactive). (3) The molecule is O=C(C=Cc1ccccc1O)c1cccc(O)c1. The result is 0 (inactive).